Dataset: Peptide-MHC class II binding affinity with 134,281 pairs from IEDB. Task: Regression. Given a peptide amino acid sequence and an MHC pseudo amino acid sequence, predict their binding affinity value. This is MHC class II binding data. The peptide sequence is YHLMSFPQAAPHGVV. The MHC is DRB1_0101 with pseudo-sequence DRB1_0101. The binding affinity (normalized) is 0.821.